This data is from Reaction yield outcomes from USPTO patents with 853,638 reactions. The task is: Predict the reaction yield, written as a fraction of the theoretical maximum amount of product (1.0 means a 100% yield; for example, 0.34 means a 34% yield). The reactants are [Cl:1][C:2]1[C:11]2[C:6](=[CH:7][CH:8]=[C:9]([Br:12])[CH:10]=2)[N:5]=[CH:4][N:3]=1.[CH2:13]([O:20][C:21]1[CH:27]=[CH:26][C:24]([NH2:25])=[CH:23][CH:22]=1)[C:14]1[CH:19]=[CH:18][CH:17]=[CH:16][CH:15]=1. The catalyst is CC(O)C. The product is [ClH:1].[CH2:13]([O:20][C:21]1[CH:22]=[CH:23][C:24]([NH:25][C:2]2[C:11]3[C:6](=[CH:7][CH:8]=[C:9]([Br:12])[CH:10]=3)[N:5]=[CH:4][N:3]=2)=[CH:26][CH:27]=1)[C:14]1[CH:15]=[CH:16][CH:17]=[CH:18][CH:19]=1. The yield is 0.880.